From a dataset of Forward reaction prediction with 1.9M reactions from USPTO patents (1976-2016). Predict the product of the given reaction. (1) The product is: [CH3:1][C:2]([CH2:9][CH2:10][CH2:11][CH:12]([CH3:19])[CH2:13][CH2:14][CH2:15][CH:16]([CH3:18])[CH3:17])=[CH:3][CH2:4][C:5]([O:7][CH2:8][CH:21]([CH2:22][OH:23])[OH:20])=[O:6]. Given the reactants [CH3:1][C:2]([CH2:9][CH2:10][CH2:11][CH:12]([CH3:19])[CH2:13][CH2:14][CH2:15][CH:16]([CH3:18])[CH3:17])=[CH:3][CH2:4][C:5]([O:7][CH3:8])=[O:6].[OH:20][CH2:21][CH:22](CO)[OH:23].C(=O)([O-])[O-].[K+].[K+].Cl, predict the reaction product. (2) Given the reactants [Cl:1][C:2]1[CH:3]=[C:4]([CH:21]=[C:22]([C:31]([F:34])([F:33])[F:32])[C:23]=1[CH2:24][N:25]1[CH2:30][CH2:29][NH:28][CH2:27][CH2:26]1)[C:5]([NH:7][CH2:8][C:9]1[CH:14]=[C:13]([Cl:15])[CH:12]=[CH:11][C:10]=1[S:16]([CH2:19][CH3:20])(=[O:18])=[O:17])=[O:6].Br[CH2:36][CH2:37][NH:38][C:39](=[O:45])[O:40][C:41]([CH3:44])([CH3:43])[CH3:42], predict the reaction product. The product is: [Cl:1][C:2]1[CH:3]=[C:4]([C:5](=[O:6])[NH:7][CH2:8][C:9]2[CH:14]=[C:13]([Cl:15])[CH:12]=[CH:11][C:10]=2[S:16]([CH2:19][CH3:20])(=[O:18])=[O:17])[CH:21]=[C:22]([C:31]([F:32])([F:34])[F:33])[C:23]=1[CH2:24][N:25]1[CH2:30][CH2:29][N:28]([CH2:36][CH2:37][NH:38][C:39](=[O:45])[O:40][C:41]([CH3:44])([CH3:43])[CH3:42])[CH2:27][CH2:26]1.